This data is from Full USPTO retrosynthesis dataset with 1.9M reactions from patents (1976-2016). The task is: Predict the reactants needed to synthesize the given product. (1) Given the product [F:11][C:3]1[CH:4]=[C:5]([N+:8]([O-:10])=[O:9])[CH:6]=[CH:7][C:2]=1[N:12]1[CH2:17][CH2:16][NH:15][CH2:14][CH2:13]1, predict the reactants needed to synthesize it. The reactants are: F[C:2]1[CH:7]=[CH:6][C:5]([N+:8]([O-:10])=[O:9])=[CH:4][C:3]=1[F:11].[NH:12]1[CH2:17][CH2:16][NH:15][CH2:14][CH2:13]1.C([O-])([O-])=O.[K+].[K+]. (2) Given the product [CH2:1]([O:3][C:4](=[O:26])[CH:5]([O:23][CH2:24][CH3:25])[CH2:6][C:7]1[CH:12]=[CH:11][C:10]([O:13][CH2:14][CH2:15][C:16]2[CH:17]=[CH:18][C:19]([O:22][S:36]([C:33]3[CH:32]=[CH:31][C:30]([N+:27]([O-:29])=[O:28])=[CH:35][CH:34]=3)(=[O:37])=[O:38])=[CH:20][CH:21]=2)=[CH:9][CH:8]=1)[CH3:2], predict the reactants needed to synthesize it. The reactants are: [CH2:1]([O:3][C:4](=[O:26])[CH:5]([O:23][CH2:24][CH3:25])[CH2:6][C:7]1[CH:12]=[CH:11][C:10]([O:13][CH2:14][CH2:15][C:16]2[CH:21]=[CH:20][C:19]([OH:22])=[CH:18][CH:17]=2)=[CH:9][CH:8]=1)[CH3:2].[N+:27]([C:30]1[CH:35]=[CH:34][C:33]([S:36](Cl)(=[O:38])=[O:37])=[CH:32][CH:31]=1)([O-:29])=[O:28].